From a dataset of Forward reaction prediction with 1.9M reactions from USPTO patents (1976-2016). Predict the product of the given reaction. (1) Given the reactants Cl[C:2]1[N:7]=[C:6]([NH:8][C:9]2[CH:14]=[CH:13][C:12]([O:15][C:16]([F:19])([F:18])[F:17])=[CH:11][CH:10]=2)[CH:5]=[C:4]([N:20]2[CH2:24][CH2:23][CH2:22][CH2:21]2)[CH:3]=1.CC(C)([O-])C.[K+].[C:31]1(B(O)O)[CH:36]=[CH:35][CH:34]=[CH:33][CH:32]=1.O, predict the reaction product. The product is: [C:31]1([C:2]2[N:7]=[C:6]([NH:8][C:9]3[CH:14]=[CH:13][C:12]([O:15][C:16]([F:19])([F:18])[F:17])=[CH:11][CH:10]=3)[CH:5]=[C:4]([N:20]3[CH2:24][CH2:23][CH2:22][CH2:21]3)[CH:3]=2)[CH:36]=[CH:35][CH:34]=[CH:33][CH:32]=1. (2) Given the reactants O[C:2]1[CH:9]=[N:8][CH:7]=[C:6]([O:10][CH3:11])[C:3]=1[CH:4]=[O:5].Cl.ClCC1C(C2N(C(C)C)N=CC=2)=NC=CC=1.C([O-])([O-])=O.[K+].[K+], predict the reaction product. The product is: [CH3:11][O:10][C:6]1[C:3]([CH:4]=[O:5])=[CH:2][CH:9]=[N:8][CH:7]=1.